This data is from Forward reaction prediction with 1.9M reactions from USPTO patents (1976-2016). The task is: Predict the product of the given reaction. Given the reactants [CH:1]1([N:5]2[CH2:10][CH2:9][CH:8]([CH2:11][CH:12]3[CH2:17][CH2:16][N:15](C(OC(C)(C)C)=O)[CH2:14][CH2:13]3)[CH2:7][CH2:6]2)[CH2:4][CH2:3][CH2:2]1, predict the reaction product. The product is: [CH:1]1([N:5]2[CH2:6][CH2:7][CH:8]([CH2:11][CH:12]3[CH2:17][CH2:16][NH:15][CH2:14][CH2:13]3)[CH2:9][CH2:10]2)[CH2:4][CH2:3][CH2:2]1.